From a dataset of Full USPTO retrosynthesis dataset with 1.9M reactions from patents (1976-2016). Predict the reactants needed to synthesize the given product. Given the product [P:48]([O-:52])([O-:51])([O:50][CH2:37][O:36][C@H:27]1[C@H:28]([NH:31][C:32]([O:33][CH3:34])=[O:35])[CH2:29][CH2:30][N:25]([C:3]2[CH:4]=[C:5]([C:23]#[N:24])[CH:6]=[C:7]([NH:8][C:9]3[N:14]=[C:13]([NH:15][CH2:16][CH3:17])[C:12]4=[N:18][CH:19]=[C:20]([C:21]#[N:22])[N:11]4[N:10]=3)[C:2]=2[Cl:1])[CH2:26]1)=[O:49].[Na+:58].[Na+:58], predict the reactants needed to synthesize it. The reactants are: [Cl:1][C:2]1[C:7]([NH:8][C:9]2[N:14]=[C:13]([NH:15][CH2:16][CH3:17])[C:12]3=[N:18][CH:19]=[C:20]([C:21]#[N:22])[N:11]3[N:10]=2)=[CH:6][C:5]([C:23]#[N:24])=[CH:4][C:3]=1[N:25]1[CH2:30][CH2:29][C@@H:28]([NH:31][C:32](=[O:35])[O:33][CH3:34])[C@H:27]([O:36][CH2:37]SC)[CH2:26]1.C1C(=O)N(I)C(=O)C1.[P:48](=[O:52])([OH:51])([OH:50])[OH:49].[O-]S([O-])(=S)=O.[Na+:58].[Na+].C([O-])([O-])=O.[Na+].[Na+].